From a dataset of Reaction yield outcomes from USPTO patents with 853,638 reactions. Predict the reaction yield, written as a fraction of the theoretical maximum amount of product (1.0 means a 100% yield; for example, 0.34 means a 34% yield). (1) The reactants are Br[C:2]1[CH:3]=[C:4]2[CH2:10][C@:9]3([CH:15]4[CH2:16][CH2:17][N:12]([CH2:13][CH2:14]4)[CH2:11]3)[O:8][C:5]2=[N:6][CH:7]=1.[CH3:18][Si:19]([C:22]#[CH:23])([CH3:21])[CH3:20].C(N(CC)CC)C. The catalyst is C1C=CC([P]([Pd]([P](C2C=CC=CC=2)(C2C=CC=CC=2)C2C=CC=CC=2)([P](C2C=CC=CC=2)(C2C=CC=CC=2)C2C=CC=CC=2)[P](C2C=CC=CC=2)(C2C=CC=CC=2)C2C=CC=CC=2)(C2C=CC=CC=2)C2C=CC=CC=2)=CC=1.C(#N)C. The product is [CH3:18][Si:19]([CH3:21])([CH3:20])[C:22]#[C:23][C:2]1[CH:3]=[C:4]2[CH2:10][C@:9]3([CH:15]4[CH2:16][CH2:17][N:12]([CH2:13][CH2:14]4)[CH2:11]3)[O:8][C:5]2=[N:6][CH:7]=1. The yield is 0.900. (2) The reactants are [Cl:1][C:2]1[CH:7]=[CH:6][CH:5]=[C:4]([F:8])[C:3]=1[CH2:9][CH2:10][OH:11].[Cl:12][C:13]1[C:18]([C:19]([F:22])([F:21])[F:20])=[C:17](Cl)[CH:16]=[CH:15][N:14]=1. No catalyst specified. The product is [Cl:12][C:13]1[C:18]([C:19]([F:20])([F:21])[F:22])=[C:17]([O:11][CH2:10][CH2:9][C:3]2[C:4]([F:8])=[CH:5][CH:6]=[CH:7][C:2]=2[Cl:1])[CH:16]=[CH:15][N:14]=1. The yield is 0.580. (3) The reactants are [CH3:1][C:2]1[CH:10]=[CH:9][C:8]([N:11]([CH3:20])[S:12]([C:15]2[S:16][CH:17]=[CH:18][CH:19]=2)(=[O:14])=[O:13])=[C:7]2[C:3]=1[CH:4]=[C:5]([C:21]1[S:22][CH:23]([CH2:26][C:27](OCC)=[O:28])[CH2:24][N:25]=1)[NH:6]2.[BH4-].[Li+].O1CCCC1.C(O)(=O)CC(CC(O)=O)(C(O)=O)O. The catalyst is CO. The product is [OH:28][CH2:27][CH2:26][CH:23]1[S:22][C:21]([C:5]2[NH:6][C:7]3[C:3]([CH:4]=2)=[C:2]([CH3:1])[CH:10]=[CH:9][C:8]=3[N:11]([CH3:20])[S:12]([C:15]2[S:16][CH:17]=[CH:18][CH:19]=2)(=[O:14])=[O:13])=[N:25][CH2:24]1. The yield is 0.940. (4) The reactants are [CH3:1][O:2][C:3]([C:5]1[S:6][C:7]([C:14](=O)[CH:15]=[C:16]([C:21]2[CH:26]=[C:25]([Cl:27])[CH:24]=[C:23]([Cl:28])[CH:22]=2)[C:17]([F:20])([F:19])[F:18])=[C:8]2[CH2:13][CH2:12][CH2:11][CH2:10][C:9]=12)=[O:4].[OH-:30].[Na+].[NH2:32]O.Cl. The catalyst is CO.O. The product is [CH3:1][O:2][C:3]([C:5]1[S:6][C:7]([C:14]2[CH2:15][C:16]([C:21]3[CH:26]=[C:25]([Cl:27])[CH:24]=[C:23]([Cl:28])[CH:22]=3)([C:17]([F:20])([F:19])[F:18])[O:30][N:32]=2)=[C:8]2[CH2:13][CH2:12][CH2:11][CH2:10][C:9]=12)=[O:4]. The yield is 0.931. (5) The reactants are [Br:1][C:2]1[C:7]([CH3:8])=[CH:6][C:5]([N+:9]([O-:11])=[O:10])=[CH:4][N:3]=1.[Br:12]N1C(=O)CCC1=O.N(C1(C#N)CCCCC1)=NC1(C#N)CCCCC1. The catalyst is C(Cl)(Cl)(Cl)Cl. The product is [Br:1][C:2]1[C:7]([CH2:8][Br:12])=[CH:6][C:5]([N+:9]([O-:11])=[O:10])=[CH:4][N:3]=1. The yield is 0.740.